From a dataset of Forward reaction prediction with 1.9M reactions from USPTO patents (1976-2016). Predict the product of the given reaction. (1) Given the reactants [C:1]([O:5][C:6]([NH:8][C@@H:9]([C@H:21]([CH2:29][CH3:30])[CH2:22][CH:23]([CH3:28])[CH2:24][CH2:25][CH:26]=[CH2:27])[C:10]([N:12]1[CH2:16][C@H:15]([OH:17])[CH2:14][C@H:13]1[C:18](O)=[O:19])=[O:11])=[O:7])([CH3:4])([CH3:3])[CH3:2].CN(C(ON1N=NC2C=CC=NC1=2)=[N+](C)C)C.F[P-](F)(F)(F)(F)F.CCN(C(C)C)C(C)C.[NH2:64][C@:65]1([C:70]([NH:72][S:73]([CH:76]2[CH2:78][CH2:77]2)(=[O:75])=[O:74])=[O:71])[CH2:67][C@H:66]1[CH:68]=[CH2:69], predict the reaction product. The product is: [CH:76]1([S:73]([NH:72][C:70]([C@@:65]2([NH:64][C:18]([C@@H:13]3[CH2:14][C@@H:15]([OH:17])[CH2:16][N:12]3[C:10](=[O:11])[C@@H:9]([NH:8][C:6](=[O:7])[O:5][C:1]([CH3:3])([CH3:4])[CH3:2])[C@H:21]([CH2:29][CH3:30])[CH2:22][CH:23]([CH3:28])[CH2:24][CH2:25][CH:26]=[CH2:27])=[O:19])[CH2:67][C@H:66]2[CH:68]=[CH2:69])=[O:71])(=[O:75])=[O:74])[CH2:78][CH2:77]1. (2) Given the reactants [CH3:1][O:2][C:3]1[CH:4]=[C:5]([C:9]2[CH2:13][O:12][C:11](=[O:14])[CH:10]=2)[CH:6]=[CH:7][CH:8]=1, predict the reaction product. The product is: [CH3:1][O:2][C:3]1[CH:4]=[C:5]([CH:9]2[CH2:13][O:12][C:11](=[O:14])[CH2:10]2)[CH:6]=[CH:7][CH:8]=1. (3) Given the reactants [CH3:1][C:2]1([CH3:23])[NH:6][C:5](=[O:7])[N:4]([C:8]2[CH:13]=[CH:12][C:11]([S:14][C:15]([F:18])([F:17])[F:16])=[C:10]([N+:19]([O-])=O)[CH:9]=2)[C:3]1=[O:22].C(OCC)(=O)C.O.[OH-].[Na+], predict the reaction product. The product is: [NH2:19][C:10]1[CH:9]=[C:8]([N:4]2[C:3](=[O:22])[C:2]([CH3:1])([CH3:23])[NH:6][C:5]2=[O:7])[CH:13]=[CH:12][C:11]=1[S:14][C:15]([F:18])([F:16])[F:17]. (4) The product is: [CH3:1][C:2]([CH3:8])([C:9]1[CH:14]=[CH:13][CH:12]=[CH:11][CH:10]=1)[C@@H:3]([C:4]([OH:6])=[O:5])[NH:17][CH2:15][CH3:16]. Given the reactants [CH3:1][C:2]([C:9]1[CH:14]=[CH:13][CH:12]=[CH:11][CH:10]=1)([CH3:8])[C:3](=O)[C:4]([OH:6])=[O:5].[CH2:15]([NH2:17])[CH3:16], predict the reaction product. (5) Given the reactants [C:1]1([NH2:8])[CH:6]=[CH:5][CH:4]=[CH:3][C:2]=1[NH2:7].[C:9]1([S:15][CH2:16][C:17](O)=O)[CH:14]=[CH:13][CH:12]=[CH:11][CH:10]=1, predict the reaction product. The product is: [N:7]1[C:2]2[CH:3]=[CH:4][CH:5]=[CH:6][C:1]=2[NH:8][C:17]=1[CH2:16][S:15][C:9]1[CH:14]=[CH:13][CH:12]=[CH:11][CH:10]=1. (6) Given the reactants FC(F)(F)[C:3]([OH:5])=O.[CH2:8]1[CH:12]2[CH2:13][C:14](=[O:16])[CH2:15][CH:11]2[CH2:10][NH:9]1.C([N:19]([CH2:22][CH3:23])[CH2:20][CH3:21])C.Cl[CH2:25]Cl, predict the reaction product. The product is: [N:19]1([C:3]([N:9]2[CH2:10][CH:11]3[CH2:15][C:14](=[O:16])[CH2:13][CH:12]3[CH2:8]2)=[O:5])[CH2:20][CH2:21][CH2:25][CH2:23][CH2:22]1.